This data is from Reaction yield outcomes from USPTO patents with 853,638 reactions. The task is: Predict the reaction yield, written as a fraction of the theoretical maximum amount of product (1.0 means a 100% yield; for example, 0.34 means a 34% yield). (1) The catalyst is C(#N)C. The reactants are [NH2:1][C@:2]12[CH2:37][CH2:36][C@@H:35]([CH:38]([CH3:40])[CH3:39])[C@@H:3]1[C@@H:4]1[C@@:17]([CH3:20])([CH2:18][CH2:19]2)[C@@:16]2([CH3:21])[C@@H:7]([C@:8]3([CH3:34])[C@@H:13]([CH2:14][CH2:15]2)[C:12]([CH3:23])([CH3:22])[C@@H:11]([C:24]2[CH:33]=[CH:32][C:27]([C:28]([O:30][CH3:31])=[O:29])=[CH:26][CH:25]=2)[CH2:10][CH2:9]3)[CH2:6][CH2:5]1.Cl[CH2:42][CH2:43][N:44]1[CH2:49][CH2:48][S:47](=[O:51])(=[O:50])[CH2:46][CH2:45]1.P([O-])([O-])([O-])=O.[K+].[K+].[K+].[I-].[K+]. The yield is 0.620. The product is [O:50]=[S:47]1(=[O:51])[CH2:48][CH2:49][N:44]([CH2:43][CH2:42][NH:1][C@:2]23[CH2:37][CH2:36][C@@H:35]([CH:38]([CH3:40])[CH3:39])[C@@H:3]2[C@@H:4]2[C@@:17]([CH3:20])([CH2:18][CH2:19]3)[C@@:16]3([CH3:21])[C@@H:7]([C@:8]4([CH3:34])[C@@H:13]([CH2:14][CH2:15]3)[C:12]([CH3:22])([CH3:23])[C@@H:11]([C:24]3[CH:25]=[CH:26][C:27]([C:28]([O:30][CH3:31])=[O:29])=[CH:32][CH:33]=3)[CH2:10][CH2:9]4)[CH2:6][CH2:5]2)[CH2:45][CH2:46]1. (2) The reactants are [F:1][C:2]1[CH:3]=[C:4]2[C:8](=[C:9]([CH:11]=[CH:12][C:13]([OH:15])=[O:14])[CH:10]=1)[NH:7][CH:6]=[C:5]2[CH3:16].CC(C)([O-])C.[K+].[Cl:23][C:24]1[CH:31]=[C:30]([Cl:32])[CH:29]=[CH:28][C:25]=1[CH2:26]Cl. The catalyst is C1COCC1. The product is [Cl:23][C:24]1[CH:31]=[C:30]([Cl:32])[CH:29]=[CH:28][C:25]=1[CH2:26][N:7]1[C:8]2[C:4](=[CH:3][C:2]([F:1])=[CH:10][C:9]=2/[CH:11]=[CH:12]/[C:13]([OH:15])=[O:14])[C:5]([CH3:16])=[CH:6]1. The yield is 0.700. (3) The reactants are Cl.[NH:2]1[CH2:5][CH:4]([OH:6])[CH2:3]1.[OH-].[Na+].[CH:9]1[CH:14]=[CH:13][C:12]([CH2:15][O:16][C:17](Cl)=[O:18])=[CH:11][CH:10]=1. The catalyst is O.O1CCCC1. The product is [OH:6][CH:4]1[CH2:5][N:2]([C:17]([O:16][CH2:15][C:12]2[CH:13]=[CH:14][CH:9]=[CH:10][CH:11]=2)=[O:18])[CH2:3]1. The yield is 0.530. (4) The reactants are [CH3:1][C:2]1[CH:3]=[CH:4][CH:5]=[CH:6][C:7]=1[NH2:8].CCN(CC)CC.[CH3:16][C:17]([CH3:22])([CH3:21])[C:18](Cl)=[O:19]. The catalyst is C(Cl)Cl. The product is [C:2]1([CH3:1])[CH:3]=[CH:4][CH:5]=[CH:6][C:7]=1[NH:8][C:18](=[O:19])[C:17]([CH3:22])([CH3:21])[CH3:16]. The yield is 0.910. (5) The reactants are [OH-:1].[Na+].[CH2:3]([OH:5])[CH3:4].[CH:6](=[O:13])[C:7]1[CH:12]=[CH:11][CH:10]=[CH:9][CH:8]=1.Cl. The catalyst is O. The product is [C:6]([C:7]1[CH:12]=[CH:11][C:10]([C:3](=[O:5])[CH:4]=[CH:6][C:7]2[CH:12]=[CH:11][CH:10]=[CH:9][CH:8]=2)=[CH:9][CH:8]=1)([OH:1])=[O:13]. The yield is 0.700. (6) The reactants are [S:1]1[CH2:6][CH2:5][CH:4]([CH:7]=O)[CH2:3][CH2:2]1.[Si](OS(C(F)(F)F)(=O)=O)(C)(C)C.[CH3:21][O:22][C:23]([C:25]1[CH:26]=[C:27]([Br:34])[CH:28]=[C:29]2[C:33]=1[NH:32][CH:31]=[CH:30]2)=[O:24].[SiH](CC)(CC)CC. The catalyst is C(Cl)Cl. The product is [Br:34][C:27]1[CH:28]=[C:29]2[C:33](=[C:25]([C:23]([O:22][CH3:21])=[O:24])[CH:26]=1)[NH:32][CH:31]=[C:30]2[CH2:7][CH:4]1[CH2:3][CH2:2][S:1][CH2:6][CH2:5]1. The yield is 0.440. (7) The catalyst is C1COCC1. The reactants are C([O:3][C:4]([C:6]1[C:7]([C:12]2[CH:17]=[CH:16][N:15]=[CH:14][CH:13]=2)=[N:8][O:9][C:10]=1[CH3:11])=O)C.O.[OH-].[Na+]. The product is [CH3:11][C:10]1[O:9][N:8]=[C:7]([C:12]2[CH:17]=[CH:16][N:15]=[CH:14][CH:13]=2)[C:6]=1[CH2:4][OH:3]. The yield is 0.650. (8) The reactants are C(OC(=O)[N:7]([CH:30]([C:32]1[CH:37]=[CH:36][C:35]([C:38]2[CH:43]=[CH:42][CH:41]=[CH:40][CH:39]=2)=[CH:34][CH:33]=1)[CH3:31])[CH2:8][C:9]([N:11]1[CH2:16][CH2:15][N:14]([C:17](=[O:29])[C:18]2[CH:23]=[C:22]([F:24])[CH:21]=[CH:20][C:19]=2[C:25]([F:28])([F:27])[F:26])[CH2:13][CH2:12]1)=[O:10])(C)(C)C.[ClH:45]. The catalyst is O1CCOCC1. The product is [ClH:45].[C:35]1([C:38]2[CH:43]=[CH:42][CH:41]=[CH:40][CH:39]=2)[CH:34]=[CH:33][C:32]([CH:30]([NH:7][CH2:8][C:9]([N:11]2[CH2:12][CH2:13][N:14]([C:17](=[O:29])[C:18]3[CH:23]=[C:22]([F:24])[CH:21]=[CH:20][C:19]=3[C:25]([F:28])([F:27])[F:26])[CH2:15][CH2:16]2)=[O:10])[CH3:31])=[CH:37][CH:36]=1. The yield is 0.784.